Task: Predict the reactants needed to synthesize the given product.. Dataset: Full USPTO retrosynthesis dataset with 1.9M reactions from patents (1976-2016) (1) The reactants are: Br[C:2]1[CH:7]=[CH:6][C:5]([Br:8])=[CH:4][N:3]=1.[C:9]([C:11]1[CH:12]=[C:13]2[C:17](=[CH:18][CH:19]=1)[N:16]([CH2:20][CH2:21][OH:22])[CH:15]=[CH:14]2)#[CH:10].C(NC(C)C)(C)C. Given the product [Br:8][C:5]1[CH:6]=[CH:7][C:2]([C:10]#[C:9][C:11]2[CH:12]=[C:13]3[C:17](=[CH:18][CH:19]=2)[N:16]([CH2:20][CH2:21][OH:22])[CH:15]=[CH:14]3)=[N:3][CH:4]=1, predict the reactants needed to synthesize it. (2) Given the product [CH:33]([OH:35])=[O:34].[CH2:2]([O:4][CH2:5][C:6]1[CH:11]=[C:10]([NH:12][CH2:13][CH2:14][N:15]2[CH2:16][CH2:17][CH2:18][CH2:19]2)[C:9]([CH3:20])=[C:8]([NH:21][C:33]([C:29]2[CH:28]=[C:27]3[C:32](=[CH:31][CH:30]=2)[C:23]([Cl:22])=[N:24][NH:25][C:26]3=[O:36])=[O:34])[CH:7]=1)[CH3:3], predict the reactants needed to synthesize it. The reactants are: Cl.[CH2:2]([O:4][CH2:5][C:6]1[CH:7]=[C:8]([NH2:21])[C:9]([CH3:20])=[C:10]([NH:12][CH2:13][CH2:14][N:15]2[CH2:19][CH2:18][CH2:17][CH2:16]2)[CH:11]=1)[CH3:3].[Cl:22][C:23]1[C:32]2[C:27](=[CH:28][C:29]([C:33]([OH:35])=[O:34])=[CH:30][CH:31]=2)[C:26](=[O:36])[NH:25][N:24]=1.ClC1C2C(=CC=C(C(O)=O)C=2)C(=O)NN=1.Cl.CN(C)CCCN=C=NCC.O.ON1C2C=CC=CC=2N=N1. (3) Given the product [NH2:7][C@H:8]1[CH2:13][CH2:12][CH2:11][C@H:10]([CH2:14][OH:15])[CH2:9]1, predict the reactants needed to synthesize it. The reactants are: C(OC(=O)[NH:7][C@H:8]1[CH2:13][CH2:12][CH2:11][C@H:10]([CH2:14][OH:15])[CH2:9]1)(C)(C)C.Cl. (4) Given the product [CH3:13][S:14]([O:27][CH:19]1[CH2:20][C:21]2[C:26](=[CH:25][CH:24]=[CH:23][CH:22]=2)[CH2:18]1)(=[O:16])=[O:15], predict the reactants needed to synthesize it. The reactants are: CN(C)C1CC2C(=CC=CC=2)C1.[CH3:13][S:14](Cl)(=[O:16])=[O:15].[CH2:18]1[C:26]2[C:21](=[CH:22][CH:23]=[CH:24][CH:25]=2)[CH2:20][CH:19]1[OH:27].CCN(C(C)C)C(C)C. (5) Given the product [CH3:42][N:43]([CH3:44])[C:8](=[O:7])[NH:9][C:10]1[CH:15]=[C:14]([O:16][C:17]2[CH:22]=[CH:21][C:20]([NH:23][C:24]([C:26]3[C:27](=[O:39])[N:28]([C:33]4[CH:38]=[CH:37][CH:36]=[CH:35][CH:34]=4)[N:29]([CH3:32])[C:30]=3[CH3:31])=[O:25])=[CH:19][C:18]=2[F:40])[CH:13]=[CH:12][N:11]=1, predict the reactants needed to synthesize it. The reactants are: C1([O:7][C:8](=O)[NH:9][C:10]2[CH:15]=[C:14]([O:16][C:17]3[CH:22]=[CH:21][C:20]([NH:23][C:24]([C:26]4[C:27](=[O:39])[N:28]([C:33]5[CH:38]=[CH:37][CH:36]=[CH:35][CH:34]=5)[N:29]([CH3:32])[C:30]=4[CH3:31])=[O:25])=[CH:19][C:18]=3[F:40])[CH:13]=[CH:12][N:11]=2)C=CC=CC=1.[CH3:42][NH:43][CH3:44]. (6) Given the product [Cl:14][C:15]1[N:20]=[C:19]([NH:1][C:2]2[CH:3]=[CH:4][C:5]3[S:10][CH2:9][C:8](=[O:11])[N:7]([CH3:12])[C:6]=3[CH:13]=2)[C:18]([CH3:22])=[CH:17][N:16]=1, predict the reactants needed to synthesize it. The reactants are: [NH2:1][C:2]1[CH:3]=[CH:4][C:5]2[S:10][CH2:9][C:8](=[O:11])[N:7]([CH3:12])[C:6]=2[CH:13]=1.[Cl:14][C:15]1[N:20]=[C:19](Cl)[C:18]([CH3:22])=[CH:17][N:16]=1.